This data is from Peptide-MHC class I binding affinity with 185,985 pairs from IEDB/IMGT. The task is: Regression. Given a peptide amino acid sequence and an MHC pseudo amino acid sequence, predict their binding affinity value. This is MHC class I binding data. (1) The peptide sequence is AAQFNASPV. The MHC is HLA-A02:02 with pseudo-sequence HLA-A02:02. The binding affinity (normalized) is 0.158. (2) The MHC is Mamu-A01 with pseudo-sequence Mamu-A01. The binding affinity (normalized) is 0.430. The peptide sequence is ATTYDINQML. (3) The MHC is HLA-A02:01 with pseudo-sequence HLA-A02:01. The binding affinity (normalized) is 0.342. The peptide sequence is GLFQLIFFLT. (4) The peptide sequence is LLTALGMSL. The MHC is HLA-A02:03 with pseudo-sequence HLA-A02:03. The binding affinity (normalized) is 0.666. (5) The peptide sequence is CAVHLIIYY. The MHC is HLA-A11:01 with pseudo-sequence HLA-A11:01. The binding affinity (normalized) is 0.384. (6) The peptide sequence is IDNQKLSYL. The MHC is HLA-B40:02 with pseudo-sequence HLA-B40:02. The binding affinity (normalized) is 0.188. (7) The peptide sequence is STFATVLEY. The MHC is HLA-B58:01 with pseudo-sequence HLA-B58:01. The binding affinity (normalized) is 0.420. (8) The binding affinity (normalized) is 0.520. The peptide sequence is TALNCNESL. The MHC is Patr-B0101 with pseudo-sequence Patr-B0101. (9) The peptide sequence is YRATYSMAL. The MHC is HLA-B45:06 with pseudo-sequence HLA-B45:06. The binding affinity (normalized) is 0.213.